From a dataset of Forward reaction prediction with 1.9M reactions from USPTO patents (1976-2016). Predict the product of the given reaction. Given the reactants [CH3:1][C:2]1[C:3]([C:20]2[CH:25]=[CH:24][CH:23]=[C:22]([C:26]([F:29])([F:28])[F:27])[CH:21]=2)=[N:4][C:5]2[C:10]([C:11]=1[C:12]([O:14][CH3:15])=[O:13])=[CH:9][C:8](SC)=[C:7]([O:18][CH3:19])[CH:6]=2.Cl[C:31]1C=C(C=CC=1)C(OO)=O.C([O-])(O)=O.[Na+].[O-:46][S:47]([O-:50])(=S)=O.[Na+].[Na+], predict the reaction product. The product is: [CH3:1][C:2]1[C:3]([C:20]2[CH:25]=[CH:24][CH:23]=[C:22]([C:26]([F:29])([F:28])[F:27])[CH:21]=2)=[N:4][C:5]2[C:10]([C:11]=1[C:12]([O:14][CH3:15])=[O:13])=[CH:9][C:8]([S:47]([CH3:31])(=[O:50])=[O:46])=[C:7]([O:18][CH3:19])[CH:6]=2.